From a dataset of Forward reaction prediction with 1.9M reactions from USPTO patents (1976-2016). Predict the product of the given reaction. Given the reactants [CH:1]1([C:7]([C:9]2[NH:10][CH:11]=[CH:12][CH:13]=2)=O)[CH2:6][CH2:5][CH2:4][CH2:3][CH2:2]1.O.NN.[OH-].[K+].O, predict the reaction product. The product is: [CH:1]1([CH2:7][C:9]2[NH:10][CH:11]=[CH:12][CH:13]=2)[CH2:2][CH2:3][CH2:4][CH2:5][CH2:6]1.